Dataset: Full USPTO retrosynthesis dataset with 1.9M reactions from patents (1976-2016). Task: Predict the reactants needed to synthesize the given product. (1) Given the product [CH2:24]([O:26][C:27]([C:29]1[NH:30][C:31]2[C:36]([CH:37]=1)=[CH:35][C:34]([C:39](=[O:44])[CH2:40][CH:41]([CH3:43])[CH3:42])=[CH:33][CH:32]=2)=[O:28])[CH3:25], predict the reactants needed to synthesize it. The reactants are: CC(C)CC(C1C=C2C(=CC=1)NC(C(O)=O)=C2)=O.CN(C=O)C.[CH2:24]([O:26][C:27]([C:29]1[NH:30][C:31]2[C:36]([C:37]=1Br)=[CH:35][C:34]([C:39](=[O:44])[CH2:40][CH:41]([CH3:43])[CH3:42])=[CH:33][CH:32]=2)=[O:28])[CH3:25].C([O-])=O.[NH4+]. (2) The reactants are: F[P-](F)(F)(F)(F)F.N1(OC(N(C)C)=[N+](C)C)C2C=CC=CC=2N=N1.[NH2:25][C:26]1[N:31]=[CH:30][C:29]([CH2:32][CH2:33][CH2:34][C@H:35]([NH:39][C:40]([O:42][C:43]([CH3:46])([CH3:45])[CH3:44])=[O:41])[C:36]([OH:38])=O)=[CH:28][CH:27]=1.Cl.[CH2:48]([CH:50]1[CH2:55][CH2:54][NH:53][CH2:52][CH2:51]1)[CH3:49].C(N(CC)C(C)C)(C)C. Given the product [NH2:25][C:26]1[N:31]=[CH:30][C:29]([CH2:32][CH2:33][CH2:34][C@H:35]([NH:39][C:40](=[O:41])[O:42][C:43]([CH3:46])([CH3:45])[CH3:44])[C:36]([CH:51]2[CH:50]([CH2:48][CH3:49])[CH2:55][CH2:54][NH:53][CH2:52]2)=[O:38])=[CH:28][CH:27]=1, predict the reactants needed to synthesize it.